Dataset: Acute oral toxicity (LD50) regression data from Zhu et al.. Task: Regression/Classification. Given a drug SMILES string, predict its toxicity properties. Task type varies by dataset: regression for continuous values (e.g., LD50, hERG inhibition percentage) or binary classification for toxic/non-toxic outcomes (e.g., AMES mutagenicity, cardiotoxicity, hepatotoxicity). Dataset: ld50_zhu. The drug is C#CC(=O)C=CC. The rat oral LD50 is 3.12, given as -log10 of the dose in mol/kg body weight (higher means more acutely toxic).